Dataset: Reaction yield outcomes from USPTO patents with 853,638 reactions. Task: Predict the reaction yield, written as a fraction of the theoretical maximum amount of product (1.0 means a 100% yield; for example, 0.34 means a 34% yield). (1) The reactants are [C:1]1([C:22]2[CH:27]=[CH:26][CH:25]=[CH:24][CH:23]=2)[CH:6]=[CH:5][C:4]([NH:7][C:8](=[O:21])[C:9]2[CH:14]=[CH:13][C:12]([Br:15])=[C:11]([NH:16][C:17](=[O:20])[CH2:18]Cl)[CH:10]=2)=[CH:3][CH:2]=1.[NH:28]1[CH2:33][CH2:32][O:31][CH2:30][CH2:29]1.C(N(CC)CC)C.[I-].[K+]. The catalyst is CN(C=O)C.O. The product is [C:1]1([C:22]2[CH:27]=[CH:26][CH:25]=[CH:24][CH:23]=2)[CH:6]=[CH:5][C:4]([NH:7][C:8](=[O:21])[C:9]2[CH:14]=[CH:13][C:12]([Br:15])=[C:11]([NH:16][C:17](=[O:20])[CH2:18][N:28]3[CH2:33][CH2:32][O:31][CH2:30][CH2:29]3)[CH:10]=2)=[CH:3][CH:2]=1. The yield is 0.940. (2) The reactants are [OH:1][C:2]1[C:7]2[C@@:8]3([OH:45])[C@@:21]([O:25][CH3:26])([C@H:22]([OH:24])[CH2:23][C:6]=2[CH:5]=[C:4]([CH3:46])[C:3]=1[C:47]([O:49][CH3:50])=[O:48])[C:20](=[O:27])[C:19]1[C:10](=[CH:11][C:12]2[C:13](=[O:43])[C:14]([NH:30][C@@H:31]4[C@H:36]([O:37][CH3:38])[C@H:35]([OH:39])[C@@H:34]([O:40][CH3:41])[C@H:33]([CH3:42])[O:32]4)=[CH:15][C:16](=[O:29])[C:17]=2[C:18]=1[OH:28])[C:9]3=[O:44].C(=O)([O-])[O-].[K+].[K+].Cl.[N:58]1[CH:63]=[CH:62][CH:61]=[C:60]([CH2:64][Cl:65])[CH:59]=1. No catalyst specified. The product is [ClH:65].[OH:24][C@H:22]1[C@:21]2([O:25][CH3:26])[C@@:8]([OH:45])([C:9](=[O:44])[C:10]3[C:19]([C:20]2=[O:27])=[C:18]([OH:28])[C:17]2[C:16](=[O:29])[CH:15]=[C:14]([NH:30][C@@H:31]4[C@H:36]([O:37][CH3:38])[C@H:35]([OH:39])[C@@H:34]([O:40][CH3:41])[C@H:33]([CH3:42])[O:32]4)[C:13](=[O:43])[C:12]=2[CH:11]=3)[C:7]2[C:2]([O:1][CH2:64][C:60]3[CH:59]=[N:58][CH:63]=[CH:62][CH:61]=3)=[C:3]([C:47]([O:49][CH3:50])=[O:48])[C:4]([CH3:46])=[CH:5][C:6]=2[CH2:23]1. The yield is 0.310. (3) The reactants are [F:1][C:2]1[CH:7]=[CH:6][C:5]([C@@H:8]2[CH2:10][C@H:9]2[CH2:11][N:12]2C(=O)C3C(=CC=CC=3)C2=O)=[CH:4][CH:3]=1.O.NN. The catalyst is C(O)C. The product is [F:1][C:2]1[CH:3]=[CH:4][C:5]([C@@H:8]2[CH2:10][C@H:9]2[CH2:11][NH2:12])=[CH:6][CH:7]=1. The yield is 0.660. (4) The reactants are [CH3:1][O:2][C:3]1[CH:10]=[CH:9][C:6]([CH:7]=O)=[CH:5][CH:4]=1.[C:11]([O:22][Si:23]([CH3:27])([CH3:26])[CH2:24][CH3:25])(=[O:21])[CH2:12][C:13]([O:15][Si:16]([CH3:20])([CH3:19])[CH2:17][CH3:18])=[O:14].N1CCCCC1.C(O)(=O)C. The catalyst is C1(C)C=CC=CC=1.O. The product is [CH3:1][O:2][C:3]1[CH:10]=[CH:9][C:6]([CH:7]=[C:12]([C:11]([O:22][Si:23]([CH3:27])([CH3:26])[CH2:24][CH3:25])=[O:21])[C:13]([O:15][Si:16]([CH3:19])([CH3:20])[CH2:17][CH3:18])=[O:14])=[CH:5][CH:4]=1. The yield is 0.710.